Task: Predict the reaction yield, written as a fraction of the theoretical maximum amount of product (1.0 means a 100% yield; for example, 0.34 means a 34% yield).. Dataset: Reaction yield outcomes from USPTO patents with 853,638 reactions (1) The reactants are [CH3:1][O:2][C:3]([C:5]1[CH:10]=[CH:9][CH:8]=[C:7]([CH2:11]Br)[N:6]=1)=[O:4].[I:13][C:14]1[CH:19]=[CH:18][C:17]([OH:20])=[CH:16][CH:15]=1.C(=O)([O-])[O-].[K+].[K+].O. The catalyst is CC(C)=O. The product is [CH3:1][O:2][C:3]([C:5]1[CH:10]=[CH:9][CH:8]=[C:7]([CH2:11][O:20][C:17]2[CH:18]=[CH:19][C:14]([I:13])=[CH:15][CH:16]=2)[N:6]=1)=[O:4]. The yield is 0.620. (2) The reactants are [N:1]1[CH:6]=[CH:5][CH:4]=[CH:3][C:2]=1[CH2:7][NH2:8].[C:9](O[C:9]([O:11][C:12]([CH3:15])([CH3:14])[CH3:13])=[O:10])([O:11][C:12]([CH3:15])([CH3:14])[CH3:13])=[O:10]. The catalyst is CN(C)C1C=CN=CC=1.ClCCl. The product is [N:1]1[CH:6]=[CH:5][CH:4]=[CH:3][C:2]=1[CH2:7][NH:8][C:9](=[O:10])[O:11][C:12]([CH3:15])([CH3:14])[CH3:13]. The yield is 0.800. (3) The reactants are Br[C:2]1[S:6][C:5]([NH:7][C:8](=[O:17])[C:9]2[C:14]([F:15])=[CH:13][CH:12]=[CH:11][C:10]=2[F:16])=[N:4][C:3]=1[CH3:18].[CH3:19][C:20]1[CH:25]=[CH:24][C:23]([C:26]2[O:27][CH:28]=[CH:29][N:30]=2)=[CH:22][C:21]=1B1OC(C)(C)C(C)(C)O1.C([O-])(O)=O.[Na+].C1(P(C2C=CC=CC=2)CCCCP(C2C=CC=CC=2)C2C=CC=CC=2)C=CC=CC=1. The catalyst is C1(C)C=CC=CC=1.C1C=CC(C#N)=CC=1.C1C=CC(C#N)=CC=1.Cl[Pd]Cl. The product is [F:16][C:10]1[CH:11]=[CH:12][CH:13]=[C:14]([F:15])[C:9]=1[C:8]([NH:7][C:5]1[S:6][C:2]([C:21]2[CH:22]=[C:23]([C:26]3[O:27][CH:28]=[CH:29][N:30]=3)[CH:24]=[CH:25][C:20]=2[CH3:19])=[C:3]([CH3:18])[N:4]=1)=[O:17]. The yield is 0.270. (4) The reactants are [CH2:1]=[CH:2][CH2:3][CH2:4][CH2:5][CH2:6][CH2:7][CH2:8][CH2:9][CH2:10][CH3:11].Br[C:13]1[CH:20]=[CH:19][C:16]([C:17]#[N:18])=[CH:15][CH:14]=1. No catalyst specified. The product is [CH2:11]([C:13]1[CH:20]=[CH:19][C:16]([C:17]#[N:18])=[CH:15][CH:14]=1)[CH2:10][CH2:9][CH2:8][CH2:7][CH2:6][CH2:5][CH2:4][CH2:3][CH2:2][CH3:1]. The yield is 0.990. (5) The reactants are [CH2:1]([N:3]([CH2:17][CH:18]1[CH2:22][CH2:21][CH2:20][O:19]1)[C:4]1[N:9]=[C:8]2[N:10]([CH3:14])[N:11]=[C:12]([CH3:13])[C:7]2=[CH:6][C:5]=1[CH:15]=[O:16])[CH3:2].FC(N(C(F)(F)F)CC1C=CC=CC=1)(F)F.C(O)(=O)C.C(O[BH-](OC(=O)C)OC(=O)C)(=O)C.[Na+]. The catalyst is ClC(Cl)C. The product is [CH2:1]([N:3]([CH2:17][C@@H:18]1[CH2:22][CH2:21][CH2:20][O:19]1)[C:4]1[N:9]=[C:8]2[N:10]([CH3:14])[N:11]=[C:12]([CH3:13])[C:7]2=[CH:6][C:5]=1[CH:15]=[O:16])[CH3:2]. The yield is 0.610. (6) The reactants are Br[C:2]1[CH:9]=[CH:8][C:5]([C:6]#[N:7])=[CH:4][CH:3]=1.[C:10]([O:14][CH2:15][CH3:16])(=[O:13])[CH:11]=[CH2:12].C(N(CC)CC)C. The catalyst is CN(C=O)C.C([O-])(=O)C.[Pd+2].C([O-])(=O)C.C1(C)C=CC=CC=1P(C1C=CC=CC=1C)C1C=CC=CC=1C. The product is [CH2:15]([O:14][C:10](=[O:13])[CH:11]=[CH:12][C:2]1[CH:9]=[CH:8][C:5]([C:6]#[N:7])=[CH:4][CH:3]=1)[CH3:16]. The yield is 0.900. (7) The yield is 0.660. The product is [CH:1]1([S:6]([CH:7]([C:16]2[CH:21]=[CH:20][C:19]([Cl:22])=[C:18]([Cl:23])[CH:17]=2)[C:8]([NH:10][C:11]2[S:12][CH:13]=[CH:14][N:15]=2)=[O:9])=[O:25])[CH2:5][CH2:4][CH2:3][CH2:2]1. The reactants are [CH:1]1([S:6][CH:7]([C:16]2[CH:21]=[CH:20][C:19]([Cl:22])=[C:18]([Cl:23])[CH:17]=2)[C:8]([NH:10][C:11]2[S:12][CH:13]=[CH:14][N:15]=2)=[O:9])[CH2:5][CH2:4][CH2:3][CH2:2]1.I([O-])(=O)(=O)=[O:25].[Na+]. The catalyst is CO.O.